Dataset: Catalyst prediction with 721,799 reactions and 888 catalyst types from USPTO. Task: Predict which catalyst facilitates the given reaction. (1) Reactant: C(OC([N:8]1[CH2:13][CH2:12][N:11]([S:14]([C:17]2[NH:18][C:19]3[C:24]([CH:25]=2)=[CH:23][C:22]([Cl:26])=[CH:21][CH:20]=3)(=[O:16])=[O:15])[CH2:10][CH:9]1[CH2:27][C:28](O)=[O:29])=O)(C)(C)C.C(N1C=CN=C1)(N1C=CN=C1)=O.[C:43]1([S:49]([NH2:52])(=[O:51])=[O:50])[CH:48]=[CH:47][CH:46]=[CH:45][CH:44]=1.C1CCN2C(=NCCC2)CC1.[F:64][C:65]([F:70])([F:69])[C:66]([OH:68])=[O:67]. Product: [F:64][C:65]([F:70])([F:69])[C:66]([OH:68])=[O:67].[Cl:26][C:22]1[CH:23]=[C:24]2[C:19](=[CH:20][CH:21]=1)[NH:18][C:17]([S:14]([N:11]1[CH2:12][CH2:13][NH:8][CH:9]([CH2:27][C:28](=[O:29])[NH:52][S:49]([C:43]3[CH:48]=[CH:47][CH:46]=[CH:45][CH:44]=3)(=[O:51])=[O:50])[CH2:10]1)(=[O:15])=[O:16])=[CH:25]2. The catalyst class is: 217. (2) Reactant: [CH3:1][O:2][C:3]([CH:5](P(OC)(OC)=O)[NH:6][C:7]([O:9][CH2:10][C:11]1[CH:16]=[CH:15][CH:14]=[CH:13][CH:12]=1)=[O:8])=[O:4].[CH3:23][C:24]1[CH:28]=[CH:27][S:26][C:25]=1[CH:29]=O.C1CCN2C(=NCCC2)CC1. Product: [CH2:10]([O:9][C:7]([NH:6]/[C:5](=[CH:29]\[C:25]1[S:26][CH:27]=[CH:28][C:24]=1[CH3:23])/[C:3]([O:2][CH3:1])=[O:4])=[O:8])[C:11]1[CH:12]=[CH:13][CH:14]=[CH:15][CH:16]=1. The catalyst class is: 4. (3) Reactant: [OH:1][C:2]1[CH:3]=[C:4]([C:14]([NH:16][C:17]2[N:22]=[CH:21][C:20]([C:23]([O:25][CH3:26])=[O:24])=[CH:19][CH:18]=2)=[O:15])[CH:5]=[C:6]([O:8][C@@H:9]([CH3:13])[CH2:10][O:11][CH3:12])[CH:7]=1.[C:27]1(=[CH:32][CH2:33]O)[CH2:31][CH2:30][CH2:29][CH2:28]1.C1(P(C2C=CC=CC=2)C2C=CC=CC=2)C=CC=CC=1.N(C(OC(C)(C)C)=O)=NC(OC(C)(C)C)=O. Product: [C:27]1(=[CH:32][CH2:33][O:1][C:2]2[CH:3]=[C:4]([C:14]([NH:16][C:17]3[N:22]=[CH:21][C:20]([C:23]([O:25][CH3:26])=[O:24])=[CH:19][CH:18]=3)=[O:15])[CH:5]=[C:6]([O:8][C@@H:9]([CH3:13])[CH2:10][O:11][CH3:12])[CH:7]=2)[CH2:31][CH2:30][CH2:29][CH2:28]1. The catalyst class is: 2. (4) Reactant: [CH3:1][O:2][C:3]1[CH:8]=[CH:7][C:6]([NH:9][C:10](=[O:17])[NH:11][CH2:12][C:13]([O:15]C)=[O:14])=[CH:5][CH:4]=1.[OH-].[Na+]. Product: [CH3:1][O:2][C:3]1[CH:4]=[CH:5][C:6]([NH:9][C:10](=[O:17])[NH:11][CH2:12][C:13]([OH:15])=[O:14])=[CH:7][CH:8]=1. The catalyst class is: 5. (5) Reactant: [Cl:1][C:2]1[CH:3]=[CH:4][CH:5]=[C:6]2[C:11]=1[C:10]([O:12][C@H:13]1[CH2:17][CH2:16][N:15]([C:18]([O:20][C:21]([CH3:24])([CH3:23])[CH3:22])=[O:19])[CH2:14]1)=[N:9][C:8]([C:25]([NH:27][NH2:28])=[NH:26])=[CH:7]2.C1N=CN([C:34](N2C=NC=C2)=[O:35])C=1. Product: [Cl:1][C:2]1[CH:3]=[CH:4][CH:5]=[C:6]2[C:11]=1[C:10]([O:12][C@H:13]1[CH2:17][CH2:16][N:15]([C:18]([O:20][C:21]([CH3:23])([CH3:24])[CH3:22])=[O:19])[CH2:14]1)=[N:9][C:8]([C:25]1[NH:26][C:34](=[O:35])[NH:28][N:27]=1)=[CH:7]2. The catalyst class is: 12. (6) Reactant: [F:1][C:2]1[C:8]([F:9])=[CH:7][CH:6]=[C:5]([N+:10]([O-:12])=[O:11])[C:3]=1[NH2:4].[Br:13]N1C(=O)CCC1=O.O. Product: [Br:13][C:7]1[CH:6]=[C:5]([N+:10]([O-:12])=[O:11])[C:3]([NH2:4])=[C:2]([F:1])[C:8]=1[F:9]. The catalyst class is: 9. (7) Reactant: Cl.[C:2]([C:6]1[CH:19]=[CH:18][CH:17]=[CH:16][C:7]=1[O:8][CH2:9][CH:10]1[CH2:15][CH2:14][NH:13][CH2:12][CH2:11]1)([CH3:5])([CH3:4])[CH3:3].C(N(CC)CC)C.[CH3:27][C:28]1([CH3:35])[CH2:32][C:31](=[O:33])[O:30][C:29]1=[O:34]. Product: [C:2]([C:6]1[CH:19]=[CH:18][CH:17]=[CH:16][C:7]=1[O:8][CH2:9][CH:10]1[CH2:15][CH2:14][N:13]([C:31](=[O:33])[CH2:32][C:28]([CH3:35])([CH3:27])[C:29]([OH:34])=[O:30])[CH2:12][CH2:11]1)([CH3:5])([CH3:3])[CH3:4]. The catalyst class is: 1. (8) Reactant: [CH:1](/[C:7]1[N:11]2[N:12]=[C:13]([NH:16][CH2:17][CH2:18][CH2:19][NH:20]C(=O)OC(C)(C)C)[CH:14]=[CH:15][C:10]2=[N:9][CH:8]=1)=[CH:2]\[CH2:3][CH2:4][CH2:5][CH3:6]. Product: [CH:1](/[C:7]1[N:11]2[N:12]=[C:13]([NH:16][CH2:17][CH2:18][CH2:19][NH2:20])[CH:14]=[CH:15][C:10]2=[N:9][CH:8]=1)=[CH:2]\[CH2:3][CH2:4][CH2:5][CH3:6]. The catalyst class is: 67. (9) Reactant: [S:1]1[C:5]2[CH:6]=[CH:7][CH:8]=[CH:9][C:4]=2[C:3]([N:10]2[CH2:15][CH2:14][N:13]([CH2:16][CH2:17][C:18]3[CH:23]=[CH:22][C:21]([NH2:24])=[CH:20][CH:19]=3)[CH2:12][CH2:11]2)=[N:2]1.C(N(CC)CC)C.[N:32]1[CH:37]=[CH:36][N:35]=[CH:34][C:33]=1[C:38](Cl)=[O:39]. Product: [S:1]1[C:5]2[CH:6]=[CH:7][CH:8]=[CH:9][C:4]=2[C:3]([N:10]2[CH2:11][CH2:12][N:13]([CH2:16][CH2:17][C:18]3[CH:19]=[CH:20][C:21]([NH:24][C:38]([C:33]4[CH:34]=[N:35][CH:36]=[CH:37][N:32]=4)=[O:39])=[CH:22][CH:23]=3)[CH2:14][CH2:15]2)=[N:2]1. The catalyst class is: 4.